Dataset: Forward reaction prediction with 1.9M reactions from USPTO patents (1976-2016). Task: Predict the product of the given reaction. (1) Given the reactants C(Cl)(=O)C(Cl)=O.CS(C)=O.[F:11][C:12]([F:29])([F:28])[C:13]1[NH:17][CH:16]2[CH2:18][N:19]([C:21]([O:23][C:24]([CH3:27])([CH3:26])[CH3:25])=[O:22])[CH2:20][CH:15]2[N:14]=1.C(N(CC)CC)C, predict the reaction product. The product is: [F:29][C:12]([F:11])([F:28])[C:13]1[NH:17][C:16]2[CH2:18][N:19]([C:21]([O:23][C:24]([CH3:25])([CH3:26])[CH3:27])=[O:22])[CH2:20][C:15]=2[N:14]=1. (2) Given the reactants [CH3:1][C:2]1[CH:7]=[CH:6][CH:5]=[C:4]([CH3:8])[C:3]=1[C:9]1[NH:10][C:11]2[C:16]([CH:17]=1)=[CH:15][CH:14]=[C:13]([C:18](O)=[O:19])[CH:12]=2.[C:21]([C:25]1[CH:31]=[CH:30][C:28]([NH2:29])=[CH:27][CH:26]=1)([CH3:24])([CH3:23])[CH3:22].CN(C(ON1N=NC2C=CC=NC1=2)=[N+](C)C)C.F[P-](F)(F)(F)(F)F.C(OCC)(=O)C, predict the reaction product. The product is: [C:21]([C:25]1[CH:26]=[CH:27][C:28]([NH:29][C:18]([C:13]2[CH:12]=[C:11]3[C:16]([CH:17]=[C:9]([C:3]4[C:4]([CH3:8])=[CH:5][CH:6]=[CH:7][C:2]=4[CH3:1])[NH:10]3)=[CH:15][CH:14]=2)=[O:19])=[CH:30][CH:31]=1)([CH3:24])([CH3:22])[CH3:23].